Predict the product of the given reaction. From a dataset of Forward reaction prediction with 1.9M reactions from USPTO patents (1976-2016). (1) Given the reactants [C:1]([N:5]1[C:9]([C:10]2[CH:15]=[CH:14][C:13]([F:16])=[CH:12][CH:11]=2)=[CH:8][C:7]([CH:17]=[N:18]O)=[N:6]1)([CH3:4])([CH3:3])[CH3:2].[H-].[Al+3].[Li+].[H-].[H-].[H-].CCCCCC.CCOC(C)=O, predict the reaction product. The product is: [C:1]([N:5]1[C:9]([C:10]2[CH:11]=[CH:12][C:13]([F:16])=[CH:14][CH:15]=2)=[CH:8][C:7]([CH2:17][NH2:18])=[N:6]1)([CH3:4])([CH3:3])[CH3:2]. (2) The product is: [CH3:23][O:22][C:20](=[O:21])[CH2:19][C:18]1([C:24]([O:26][CH3:27])=[O:25])[O:11][N:10]2[C:6]([C:5]([CH3:9])([CH3:8])[O:4][CH2:3][CH2:2]2)=[N:7]1. Given the reactants Cl[CH2:2][CH2:3][O:4][C:5]([CH3:9])([CH3:8])[C:6]#[N:7].[NH2:10][OH:11].C(=O)([O-])[O-].[Na+].[Na+].[C:18]([C:24]([O:26][CH3:27])=[O:25])#[C:19][C:20]([O:22][CH3:23])=[O:21], predict the reaction product. (3) Given the reactants [CH2:1]([C:4]1[C:8]([CH2:9][OH:10])=[CH:7][N:6]([C:11]2[CH:16]=[CH:15][C:14]([C:17]([F:20])([F:19])[F:18])=[CH:13][N:12]=2)[N:5]=1)[CH2:2][CH3:3], predict the reaction product. The product is: [CH2:1]([C:4]1[C:8]([CH:9]=[O:10])=[CH:7][N:6]([C:11]2[CH:16]=[CH:15][C:14]([C:17]([F:18])([F:20])[F:19])=[CH:13][N:12]=2)[N:5]=1)[CH2:2][CH3:3]. (4) Given the reactants Br[C:2]1[CH:3]=[N:4][C:5]2[N:6]([CH:8]=[C:9]([CH2:11][O:12][C:13]3[CH:14]=[N:15][CH:16]=[C:17]([F:19])[CH:18]=3)[N:10]=2)[CH:7]=1.[F:20][C:21]1[CH:26]=[CH:25][C:24](B(O)O)=[C:23]([C:30]([F:33])([F:32])[F:31])[CH:22]=1, predict the reaction product. The product is: [F:19][C:17]1[CH:18]=[C:13]([O:12][CH2:11][C:9]2[N:10]=[C:5]3[N:4]=[CH:3][C:2]([C:24]4[CH:25]=[CH:26][C:21]([F:20])=[CH:22][C:23]=4[C:30]([F:31])([F:33])[F:32])=[CH:7][N:6]3[CH:8]=2)[CH:14]=[N:15][CH:16]=1. (5) Given the reactants [H-].[H-].[H-].[H-].[Li+].[Al+3].[N+:7]([CH:10]=[CH:11][C:12]1[CH:28]=[CH:27][C:15]([O:16][C:17]2[CH:22]=[CH:21][C:20]([C:23]([F:26])([F:25])[F:24])=[CH:19][N:18]=2)=[CH:14][CH:13]=1)([O-])=O, predict the reaction product. The product is: [F:25][C:23]([F:24])([F:26])[C:20]1[CH:21]=[CH:22][C:17]([O:16][C:15]2[CH:27]=[CH:28][C:12]([CH2:11][CH2:10][NH2:7])=[CH:13][CH:14]=2)=[N:18][CH:19]=1.